This data is from Forward reaction prediction with 1.9M reactions from USPTO patents (1976-2016). The task is: Predict the product of the given reaction. (1) Given the reactants [CH2:1]([O:3][C:4](=[O:41])[C:5]1[CH:10]=[CH:9][CH:8]=[CH:7][C:6]=1[CH2:11][N:12](C(OC(C)(C)C)=O)[C:13]1[CH:18]=[CH:17][C:16]([O:19][CH2:20][CH2:21][C:22]2[N:23]=[C:24]([C:28]3[CH:33]=[CH:32][CH:31]=[CH:30][CH:29]=3)[O:25][C:26]=2[CH3:27])=[CH:15][CH:14]=1)[CH3:2].FC(F)(F)C(O)=O, predict the reaction product. The product is: [CH2:1]([O:3][C:4](=[O:41])[C:5]1[CH:10]=[CH:9][CH:8]=[CH:7][C:6]=1[CH2:11][NH:12][C:13]1[CH:18]=[CH:17][C:16]([O:19][CH2:20][CH2:21][C:22]2[N:23]=[C:24]([C:28]3[CH:33]=[CH:32][CH:31]=[CH:30][CH:29]=3)[O:25][C:26]=2[CH3:27])=[CH:15][CH:14]=1)[CH3:2]. (2) Given the reactants O[CH2:2][CH:3]=[C:4]([CH2:6][CH2:7][CH:8]=[C:9]([CH2:11][CH2:12][CH:13]=[C:14]([CH3:16])[CH3:15])[CH3:10])[CH3:5].[BrH:17].[CH2:18]([P:22]([CH2:27][CH2:28][CH2:29][CH3:30])[CH2:23][CH2:24][CH2:25][CH3:26])[CH2:19][CH2:20][CH3:21], predict the reaction product. The product is: [Br-:17].[CH2:2]([P+:22]([CH2:23][CH2:24][CH2:25][CH3:26])([CH2:27][CH2:28][CH2:29][CH3:30])[CH2:18][CH2:19][CH2:20][CH3:21])[CH:3]=[C:4]([CH2:6][CH2:7][CH:8]=[C:9]([CH2:11][CH2:12][CH:13]=[C:14]([CH3:16])[CH3:15])[CH3:10])[CH3:5]. (3) Given the reactants [C:1]([C:3]1[C:4]([C:14]2[CH:19]=[CH:18][C:17]([Cl:20])=[CH:16][C:15]=2[Cl:21])=[C:5]([C:9]([O:11]CC)=[O:10])[S:6][C:7]=1[I:8])#[N:2].[OH-].[Na+], predict the reaction product. The product is: [C:1]([C:3]1[C:4]([C:14]2[CH:19]=[CH:18][C:17]([Cl:20])=[CH:16][C:15]=2[Cl:21])=[C:5]([C:9]([OH:11])=[O:10])[S:6][C:7]=1[I:8])#[N:2].